This data is from TCR-epitope binding with 47,182 pairs between 192 epitopes and 23,139 TCRs. The task is: Binary Classification. Given a T-cell receptor sequence (or CDR3 region) and an epitope sequence, predict whether binding occurs between them. (1) The TCR CDR3 sequence is CATSSPTGELFF. The epitope is FPRPWLHGL. Result: 0 (the TCR does not bind to the epitope). (2) The epitope is KLGGALQAK. The TCR CDR3 sequence is CASSVGAFQETQYF. Result: 1 (the TCR binds to the epitope). (3) The TCR CDR3 sequence is CASSFLPRAYNEQFF. Result: 1 (the TCR binds to the epitope). The epitope is AVFDRKSDAK. (4) The epitope is FRYMNSQGL. The TCR CDR3 sequence is CASSSGSGAYEQYF. Result: 0 (the TCR does not bind to the epitope).